This data is from Forward reaction prediction with 1.9M reactions from USPTO patents (1976-2016). The task is: Predict the product of the given reaction. Given the reactants [Br:1][C:2]1[CH:11]=[C:10]2[C:5]([CH:6]=[C:7]([CH3:26])[C:8]([C:19](=[O:25])[C:20]([O:22][CH2:23][CH3:24])=[O:21])=[C:9]2[C:12]2[CH:17]=[CH:16][C:15]([Cl:18])=[CH:14][CH:13]=2)=[CH:4][CH:3]=1.B1(C)OC(C2C=CC=CC=2)(C2C=CC=CC=2)[C@@H]2N1CCC2.[B]1OC2C(=CC=CC=2)O1, predict the reaction product. The product is: [Br:1][C:2]1[CH:11]=[C:10]2[C:5]([CH:6]=[C:7]([CH3:26])[C:8]([CH:19]([OH:25])[C:20]([O:22][CH2:23][CH3:24])=[O:21])=[C:9]2[C:12]2[CH:13]=[CH:14][C:15]([Cl:18])=[CH:16][CH:17]=2)=[CH:4][CH:3]=1.